The task is: Predict the reactants needed to synthesize the given product.. This data is from Full USPTO retrosynthesis dataset with 1.9M reactions from patents (1976-2016). (1) Given the product [C:33]([CH:22]1[CH2:21][O:20][CH:19]([N:10]2[C:11]3[C:16](=[CH:15][CH:14]=[CH:13][CH:12]=3)[C:8]([C:4]3[CH:3]=[C:2]([NH:1][C:29](=[O:31])[CH2:28][CH2:27][O:26][CH3:25])[CH:7]=[CH:6][CH:5]=3)=[N:9]2)[CH2:24][CH2:23]1)#[N:34], predict the reactants needed to synthesize it. The reactants are: [NH2:1][C:2]1[CH:3]=[C:4]([C:8]2[C:16]3[C:11](=[CH:12][CH:13]=[C:14](C#N)[CH:15]=3)[N:10]([CH:19]3[CH2:24][CH2:23][CH2:22][CH2:21][O:20]3)[N:9]=2)[CH:5]=[CH:6][CH:7]=1.[CH3:25][O:26][CH2:27][CH2:28][C:29]([OH:31])=O.Cl.[CH3:33][N:34](C)CCCN=C=NCC. (2) The reactants are: Cl[C:2]1[CH:7]=[C:6]([C:8]2[N:12]3[CH:13]=[C:14]([NH:17][CH:18]4[CH2:23][CH2:22][CH2:21][CH:20]([OH:24])[CH2:19]4)[CH:15]=[CH:16][C:11]3=[N:10][CH:9]=2)[CH:5]=[CH:4][N:3]=1.[O:25]1[CH:29]=[CH:28][C:27](B(O)O)=[CH:26]1. Given the product [O:25]1[CH:29]=[CH:28][C:27]([C:2]2[CH:7]=[C:6]([C:8]3[N:12]4[CH:13]=[C:14]([NH:17][CH:18]5[CH2:23][CH2:22][CH2:21][CH:20]([OH:24])[CH2:19]5)[CH:15]=[CH:16][C:11]4=[N:10][CH:9]=3)[CH:5]=[CH:4][N:3]=2)=[CH:26]1, predict the reactants needed to synthesize it. (3) Given the product [CH3:30][C:31]1[N:36]=[C:35]([CH3:37])[C:34]([NH:38][C:3]([C:5]2[CH:6]=[CH:7][C:8]3[C@:14]4([CH2:22][C:23]5[CH:28]=[CH:27][CH:26]=[CH:25][CH:24]=5)[CH2:15][CH2:16][C@@:17]([CH2:20][CH3:21])([OH:19])[CH2:18][C@@H:13]4[CH2:12][CH2:11][CH2:10][C:9]=3[CH:29]=2)=[O:2])=[CH:33][N:32]=1, predict the reactants needed to synthesize it. The reactants are: C[O:2][C:3]([C:5]1[CH:6]=[CH:7][C:8]2[C@:14]3([CH2:22][C:23]4[CH:28]=[CH:27][CH:26]=[CH:25][CH:24]=4)[CH2:15][CH2:16][C@@:17]([CH2:20][CH3:21])([OH:19])[CH2:18][C@@H:13]3[CH2:12][CH2:11][CH2:10][C:9]=2[CH:29]=1)=O.[CH3:30][C:31]1[N:36]=[C:35]([CH3:37])[C:34]([NH2:38])=[CH:33][N:32]=1.[Li+].C[Si]([N-][Si](C)(C)C)(C)C. (4) Given the product [C:44]([CH2:43][CH2:42][C:10]1[C:11]([CH2:15][CH2:16][CH2:17][CH2:18][CH2:19][CH2:20][O:21][C:22]2[CH:27]=[C:26]([S:28]([CH3:31])(=[O:29])=[O:30])[CH:25]=[C:24]([C:32]3[CH:41]=[CH:40][C:35]4[O:36][CH2:37][CH2:38][O:39][C:34]=4[CH:33]=3)[CH:23]=2)=[CH:12][CH:13]=[CH:14][C:9]=1[O:8][CH2:7][CH2:6][CH2:5][C:4]([OH:49])=[O:3])([OH:46])=[O:45], predict the reactants needed to synthesize it. The reactants are: C([O:3][C:4](=[O:49])[CH2:5][CH2:6][CH2:7][O:8][C:9]1[CH:14]=[CH:13][CH:12]=[C:11]([CH2:15][CH2:16][CH2:17][CH2:18][CH2:19][CH2:20][O:21][C:22]2[CH:27]=[C:26]([S:28]([CH3:31])(=[O:30])=[O:29])[CH:25]=[C:24]([C:32]3[CH:41]=[CH:40][C:35]4[O:36][CH2:37][CH2:38][O:39][C:34]=4[CH:33]=3)[CH:23]=2)[C:10]=1[CH2:42][CH2:43][C:44]([O:46]CC)=[O:45])C.[OH-].[Na+]. (5) The reactants are: C([N:8]1[CH:13]([CH2:14][F:15])[CH2:12][O:11][C:10]([CH2:17][CH2:18][OH:19])([CH3:16])[CH2:9]1)C1C=CC=CC=1. Given the product [F:15][CH2:14][CH:13]1[NH:8][CH2:9][C:10]([CH2:17][CH2:18][OH:19])([CH3:16])[O:11][CH2:12]1, predict the reactants needed to synthesize it. (6) The reactants are: [CH3:1][C:2]1[CH:3]=[CH:4][C:5]([S:8]([NH:11][C:12]2[C:17]([O:18][C:19]3[CH:24]=[CH:23][CH:22]=[CH:21][C:20]=3[O:25][CH3:26])=[C:16]([O:27][CH2:28][C:29]#[C:30][CH2:31][OH:32])[N:15]=[C:14]([C:33]3[CH:38]=[CH:37][N:36]=[CH:35][CH:34]=3)[N:13]=2)(=[O:10])=[O:9])=[N:6][CH:7]=1.[C:39]1([N:45]=[C:46]=[O:47])[CH:44]=[CH:43][CH:42]=[CH:41][CH:40]=1.CN(C=O)C. Given the product [CH3:1][C:2]1[CH:3]=[CH:4][C:5]([S:8]([NH:11][C:12]2[N:13]=[C:14]([C:33]3[CH:34]=[CH:35][N:36]=[CH:37][CH:38]=3)[N:15]=[C:16]([O:27][CH2:28][C:29]#[C:30][CH2:31][O:32][C:46](=[O:47])[NH:45][C:39]3[CH:44]=[CH:43][CH:42]=[CH:41][CH:40]=3)[C:17]=2[O:18][C:19]2[CH:24]=[CH:23][CH:22]=[CH:21][C:20]=2[O:25][CH3:26])(=[O:10])=[O:9])=[N:6][CH:7]=1, predict the reactants needed to synthesize it. (7) Given the product [C:1]12([C:11]3[CH:21]=[CH:20][C:14]([O:15][CH2:16][C:17]([N:27]4[CH2:28][CH2:29][N:24]([CH3:23])[CH2:25][CH2:26]4)=[O:18])=[C:13]([CH3:22])[CH:12]=3)[CH2:8][CH:7]3[CH2:6][CH:5]([CH2:4][CH:3]([CH2:9]3)[CH2:2]1)[CH2:10]2, predict the reactants needed to synthesize it. The reactants are: [C:1]12([C:11]3[CH:21]=[CH:20][C:14]([O:15][CH2:16][C:17](O)=[O:18])=[C:13]([CH3:22])[CH:12]=3)[CH2:10][CH:5]3[CH2:6][CH:7]([CH2:9][CH:3]([CH2:4]3)[CH2:2]1)[CH2:8]2.[CH3:23][N:24]1[CH2:29][CH2:28][NH:27][CH2:26][CH2:25]1.